From a dataset of Forward reaction prediction with 1.9M reactions from USPTO patents (1976-2016). Predict the product of the given reaction. (1) The product is: [NH2:1][C:2]1[CH:9]=[C:8]([O:10][CH3:11])[C:7]([Br:12])=[CH:6][C:3]=1[CH:4]=[O:5]. Given the reactants [NH2:1][C:2]1[CH:9]=[C:8]([O:10][CH3:11])[CH:7]=[CH:6][C:3]=1[CH:4]=[O:5].[Br:12]N1C(=O)CCC1=O.S([O-])([O-])(=O)=O.[Na+].[Na+], predict the reaction product. (2) Given the reactants [CH3:1][N:2]1[C:6]2[CH:7]=[CH:8][C:9]([C:11](O)=[O:12])=[CH:10][C:5]=2[N:4]=[C:3]1[NH:14][C:15]1[S:16][C:17]2[CH:23]=[C:22]([O:24][C:25]([F:28])([F:27])[F:26])[CH:21]=[CH:20][C:18]=2[N:19]=1.Cl.[CH2:30]([O:32][C:33](=[O:38])[C@H:34]([CH2:36][OH:37])[NH2:35])[CH3:31].CN(C(ON1N=NC2C=CC=CC1=2)=[N+](C)C)C.F[P-](F)(F)(F)(F)F.CCN(C(C)C)C(C)C, predict the reaction product. The product is: [CH2:30]([O:32][C:33](=[O:38])[C@@H:34]([NH:35][C:11]([C:9]1[CH:8]=[CH:7][C:6]2[N:2]([CH3:1])[C:3]([NH:14][C:15]3[S:16][C:17]4[CH:23]=[C:22]([O:24][C:25]([F:28])([F:26])[F:27])[CH:21]=[CH:20][C:18]=4[N:19]=3)=[N:4][C:5]=2[CH:10]=1)=[O:12])[CH2:36][OH:37])[CH3:31]. (3) Given the reactants [Cl:1][C:2]1[CH:7]=[CH:6][C:5]([NH:8][C:9](=[O:15])[O:10][C:11]([CH3:14])([CH3:13])[CH3:12])=[CH:4][CH:3]=1.C([Li])(CC)C.[CH3:21][O:22][C:23]1[CH:24]=[C:25]([CH:28]=[CH:29][CH:30]=1)[CH:26]=[O:27].[Cl-].[NH4+], predict the reaction product. The product is: [Cl:1][C:2]1[CH:3]=[CH:4][C:5]([NH:8][C:9](=[O:15])[O:10][C:11]([CH3:12])([CH3:14])[CH3:13])=[C:6]([CH:26]([OH:27])[C:25]2[CH:28]=[CH:29][CH:30]=[C:23]([O:22][CH3:21])[CH:24]=2)[CH:7]=1. (4) Given the reactants [Cl:1][C:2]1[CH:14]=[CH:13][C:5]2[NH:6][C:7]([C:9](Cl)(Cl)Cl)=[N:8][C:4]=2[CH:3]=1.[NH:15]1[CH2:20][CH2:19][NH:18][CH2:17][CH2:16]1.C1C[O:24]CC1, predict the reaction product. The product is: [Cl:1][C:2]1[CH:14]=[CH:13][C:5]2[NH:6][C:7]([C:9]([N:15]3[CH2:20][CH2:19][NH:18][CH2:17][CH2:16]3)=[O:24])=[N:8][C:4]=2[CH:3]=1. (5) Given the reactants [F:1][C:2]1[CH:7]=[C:6]([F:8])[CH:5]=[CH:4][C:3]=1[C:9]1[CH:14]=[C:13]([N:15]2[C:19]3[CH:20]=[CH:21][C:22]([C:24]4[N:25]=[N:26][N:27]([CH:29]5[CH2:34][CH2:33][N:32]([CH3:35])[CH2:31][CH2:30]5)[CH:28]=4)=[CH:23][C:18]=3[N:17]=[CH:16]2)[CH:12]=[C:11]([NH:36]C(=O)C)[CH:10]=1, predict the reaction product. The product is: [F:1][C:2]1[CH:7]=[C:6]([F:8])[CH:5]=[CH:4][C:3]=1[C:9]1[CH:14]=[C:13]([N:15]2[C:19]3[CH:20]=[CH:21][C:22]([C:24]4[N:25]=[N:26][N:27]([CH:29]5[CH2:30][CH2:31][N:32]([CH3:35])[CH2:33][CH2:34]5)[CH:28]=4)=[CH:23][C:18]=3[N:17]=[CH:16]2)[CH:12]=[C:11]([NH2:36])[CH:10]=1. (6) Given the reactants C1C(C(O)=[O:8])=CC(C2C3C=CC(O)=CC=3OC3C=2C=CC(C=3)=O)=C(C(O)=O)C=1.ON1C(=O)CCC1=O.[CH:37]1([N:43]=[C:44]=[N:45][CH:46]2[CH2:51][CH2:50][CH2:49][CH2:48][CH2:47]2)[CH2:42][CH2:41][CH2:40][CH2:39][CH2:38]1, predict the reaction product. The product is: [C:44]([NH:43][CH:37]1[CH2:38][CH2:39][CH2:40][CH2:41][CH2:42]1)([NH:45][CH:46]1[CH2:51][CH2:50][CH2:49][CH2:48][CH2:47]1)=[O:8]. (7) The product is: [Cl:12][C:13]1[CH:14]=[C:15]([S:19]([O-:21])=[O:20])[CH:16]=[CH:17][CH:18]=1.[Na+:5]. Given the reactants S([O-])([O-])=O.[Na+:5].[Na+].C(=O)(O)[O-].[Na+].[Cl:12][C:13]1[CH:14]=[C:15]([S:19](Cl)(=[O:21])=[O:20])[CH:16]=[CH:17][CH:18]=1, predict the reaction product. (8) Given the reactants Cl[C:2]1[CH:15]=[CH:14][C:13]2[O:12][C:11]3[C:6](=[CH:7][C:8]([C:16]4[CH:17]=[N:18][CH:19]=[N:20][CH:21]=4)=[CH:9][CH:10]=3)[C:5]3([CH2:25][O:24][C:23]([NH2:26])=[N:22]3)[C:4]=2[CH:3]=1.CC(C1C=C(C(C)C)C(C2C=CC=CC=2P(C2CCCCC2)C2CCCCC2)=C(C(C)C)C=1)C.[CH3:61][C:62]([CH3:69])([CH3:68])/[CH:63]=[CH:64]/B(O)O.P([O-])([O-])([O-])=O.[K+].[K+].[K+], predict the reaction product. The product is: [CH3:61][C:62]([CH3:69])([CH3:68])[CH:63]=[CH:64][C:2]1[CH:15]=[CH:14][C:13]2[O:12][C:11]3[C:6](=[CH:7][C:8]([C:16]4[CH:17]=[N:18][CH:19]=[N:20][CH:21]=4)=[CH:9][CH:10]=3)[C:5]3([CH2:25][O:24][C:23]([NH2:26])=[N:22]3)[C:4]=2[CH:3]=1. (9) Given the reactants [Br:1][C:2]1[S:6][C:5]([C:7](Cl)=[O:8])=[CH:4][CH:3]=1.[CH3:10][NH:11][CH2:12][C:13]1[CH:18]=[CH:17][CH:16]=[C:15]([O:19][CH3:20])[CH:14]=1.C(N(CC)CC)C, predict the reaction product. The product is: [Br:1][C:2]1[S:6][C:5]([C:7]([N:11]([CH2:12][C:13]2[CH:18]=[CH:17][CH:16]=[C:15]([O:19][CH3:20])[CH:14]=2)[CH3:10])=[O:8])=[CH:4][CH:3]=1. (10) Given the reactants [CH3:1][C:2]1[CH:7]=[CH:6][C:5]([NH:8][C:9]([C:11]2[CH:16]=[CH:15][N:14]=[C:13]([N:17]3[CH2:22][CH2:21][O:20][CH2:19][CH2:18]3)[CH:12]=2)=[O:10])=[CH:4][C:3]=1[NH:23][C:24](=[O:35])[C:25]1[CH:30]=[CH:29][CH:28]=[C:27](Cl)[C:26]=1[N+:32]([O-:34])=[O:33].[CH3:36][N:37]([CH3:43])[CH2:38][CH2:39][CH2:40][NH:41][CH3:42], predict the reaction product. The product is: [CH3:1][C:2]1[CH:7]=[CH:6][C:5]([NH:8][C:9]([C:11]2[CH:16]=[CH:15][N:14]=[C:13]([N:17]3[CH2:22][CH2:21][O:20][CH2:19][CH2:18]3)[CH:12]=2)=[O:10])=[CH:4][C:3]=1[NH:23][C:24](=[O:35])[C:25]1[CH:30]=[CH:29][CH:28]=[C:27]([N:41]([CH2:40][CH2:39][CH2:38][N:37]([CH3:43])[CH3:36])[CH3:42])[C:26]=1[N+:32]([O-:34])=[O:33].